Task: Regression. Given a peptide amino acid sequence and an MHC pseudo amino acid sequence, predict their binding affinity value. This is MHC class II binding data.. Dataset: Peptide-MHC class II binding affinity with 134,281 pairs from IEDB (1) The peptide sequence is SQDLELSWNRNGLQAY. The MHC is DRB1_1302 with pseudo-sequence DRB1_1302. The binding affinity (normalized) is 0.735. (2) The peptide sequence is WIILGLNKIVRMYSPVSI. The MHC is DRB1_0401 with pseudo-sequence DRB1_0401. The binding affinity (normalized) is 1.00. (3) The binding affinity (normalized) is 0.443. The peptide sequence is RCRTCVYNMMGKREK. The MHC is HLA-DQA10501-DQB10402 with pseudo-sequence HLA-DQA10501-DQB10402. (4) The peptide sequence is ASGLVDSKFDSLEDF. The MHC is DRB1_0101 with pseudo-sequence DRB1_0101. The binding affinity (normalized) is 0.0579. (5) The peptide sequence is GRYKDEKDVTDITVK. The MHC is HLA-DPA10201-DPB10501 with pseudo-sequence HLA-DPA10201-DPB10501. The binding affinity (normalized) is 0. (6) The peptide sequence is EQCGRQAGGKLCPNN. The MHC is HLA-DQA10101-DQB10501 with pseudo-sequence HLA-DQA10101-DQB10501. The binding affinity (normalized) is 0.0452. (7) The peptide sequence is EKKYFAATFFEPLAA. The MHC is HLA-DPA10201-DPB10101 with pseudo-sequence HLA-DPA10201-DPB10101. The binding affinity (normalized) is 1.00. (8) The peptide sequence is SQDLELSWNQNGLQAY. The MHC is HLA-DQA10301-DQB10302 with pseudo-sequence HLA-DQA10301-DQB10302. The binding affinity (normalized) is 0.451. (9) The peptide sequence is MSMASSSSSSLLAMA. The MHC is HLA-DQA10201-DQB10202 with pseudo-sequence HLA-DQA10201-DQB10202. The binding affinity (normalized) is 0.105. (10) The peptide sequence is TAAFGVLLSNFGAPS. The MHC is DRB1_0401 with pseudo-sequence DRB1_0401. The binding affinity (normalized) is 0.398.